Task: Predict the product of the given reaction.. Dataset: Forward reaction prediction with 1.9M reactions from USPTO patents (1976-2016) (1) The product is: [CH2:13]([N:10]1[CH:11]=[CH:12][C:7]([C:31]#[C:30][C:24]2[CH:29]=[CH:28][CH:27]=[CH:26][CH:25]=2)=[C:8]([Br:21])[C:9]1=[O:20])[C:14]1[CH:19]=[CH:18][CH:17]=[CH:16][CH:15]=1. Given the reactants FC(F)(F)S(O[C:7]1[CH:12]=[CH:11][N:10]([CH2:13][C:14]2[CH:19]=[CH:18][CH:17]=[CH:16][CH:15]=2)[C:9](=[O:20])[C:8]=1[Br:21])(=O)=O.[C:24]1([C:30]#[CH:31])[CH:29]=[CH:28][CH:27]=[CH:26][CH:25]=1, predict the reaction product. (2) Given the reactants [F:1][C:2]1[CH:8]=[CH:7][C:5]([NH2:6])=[CH:4][CH:3]=1.N1C=CC=CC=1.[C:15](Cl)(=[O:20])[C:16]([CH3:19])([CH3:18])[CH3:17], predict the reaction product. The product is: [F:1][C:2]1[CH:8]=[CH:7][C:5]([NH:6][C:15](=[O:20])[C:16]([CH3:19])([CH3:18])[CH3:17])=[CH:4][CH:3]=1. (3) The product is: [Br:8][C:9]1[CH:14]=[CH:13][C:12]([C:2]2[CH:3]=[N:4][CH:5]=[N:6][CH:7]=2)=[CH:11][CH:10]=1. Given the reactants Br[C:2]1[CH:3]=[N:4][CH:5]=[N:6][CH:7]=1.[Br:8][C:9]1[CH:14]=[CH:13][C:12](B(O)O)=[CH:11][CH:10]=1.C(=O)([O-])[O-].[Na+].[Na+].C(OCC)(=O)C, predict the reaction product. (4) Given the reactants [F:1][C:2]([F:25])([F:24])[C@H:3]1[CH2:8][CH2:7][C@H:6]([NH:9][C:10](=[O:23])[C:11]2[CH:16]=[C:15]([N+:17]([O-:19])=[O:18])[C:14]([NH:20][CH3:21])=[CH:13][C:12]=2Cl)[CH2:5][CH2:4]1.[CH3:26][NH:27][CH2:28][C:29]1[CH:34]=[CH:33][C:32]([F:35])=[CH:31][CH:30]=1.CC#N, predict the reaction product. The product is: [F:1][C:2]([F:25])([F:24])[C@H:3]1[CH2:8][CH2:7][C@H:6]([NH:9][C:10](=[O:23])[C:11]2[CH:16]=[C:15]([N+:17]([O-:19])=[O:18])[C:14]([NH:20][CH3:21])=[CH:13][C:12]=2[N:27]([CH3:26])[CH2:28][C:29]2[CH:34]=[CH:33][C:32]([F:35])=[CH:31][CH:30]=2)[CH2:5][CH2:4]1. (5) The product is: [Cl:41][C:16]1[N:21]=[C:20]([C:22]2[CH:23]=[C:24]([NH:28][C:29](=[O:32])[CH:30]=[CH2:31])[CH:25]=[CH:26][CH:27]=2)[C:19]([NH:33][C:34]2[CH:39]=[CH:38][CH:37]=[C:36]([F:40])[CH:35]=2)=[CH:18][N:17]=1. Given the reactants FC1N(C)CCN(C2C=CC(N[C:16]3[N:21]=[C:20]([C:22]4[CH:23]=[C:24]([NH:28][C:29](=[O:32])[CH:30]=[CH2:31])[CH:25]=[CH:26][CH:27]=4)[C:19]([NH:33][C:34]4[CH:39]=[CH:38][CH:37]=[C:36]([F:40])[CH:35]=4)=[CH:18][N:17]=3)=CC=2)C1.[Cl:41]C1N=C(Cl)C(NC2C=CC=C(F)C=2)=CN=1.C(NC1C=C(B(O)O)C=CC=1)(=O)C=C, predict the reaction product. (6) Given the reactants [CH3:1][C:2]1[N:6]([CH2:7][CH2:8][CH2:9][C:10]2[CH:15]=[CH:14][C:13]([CH2:16][CH2:17][CH2:18][CH2:19][CH3:20])=[CH:12][CH:11]=2)[C:5]([C:21]2[CH:26]=[CH:25][C:24]([OH:27])=[CH:23][CH:22]=2)=[CH:4][CH:3]=1.O[C@@H:29]([CH2:35][C:36]1[CH:41]=[CH:40][CH:39]=[CH:38][CH:37]=1)[C:30]([O:32][CH2:33][CH3:34])=[O:31].N(C(N1CCCCC1)=O)=NC(N1CCCCC1)=O.C1(P(C2C=CC=CC=2)C2C=CC=CC=2)C=CC=CC=1, predict the reaction product. The product is: [CH3:1][C:2]1[N:6]([CH2:7][CH2:8][CH2:9][C:10]2[CH:15]=[CH:14][C:13]([CH2:16][CH2:17][CH2:18][CH2:19][CH3:20])=[CH:12][CH:11]=2)[C:5]([C:21]2[CH:22]=[CH:23][C:24]([O:27][C@H:29]([CH2:35][C:36]3[CH:37]=[CH:38][CH:39]=[CH:40][CH:41]=3)[C:30]([O:32][CH2:33][CH3:34])=[O:31])=[CH:25][CH:26]=2)=[CH:4][CH:3]=1.